Dataset: Reaction yield outcomes from USPTO patents with 853,638 reactions. Task: Predict the reaction yield, written as a fraction of the theoretical maximum amount of product (1.0 means a 100% yield; for example, 0.34 means a 34% yield). (1) The reactants are [C:1]1([OH:7])[CH:6]=[CH:5][CH:4]=[CH:3][CH:2]=1.CC(C)([O-])C.[K+].[CH3:14][O:15][C:16](=[O:27])[C:17]1[CH:22]=[C:21]([N+:23]([O-:25])=[O:24])[CH:20]=[CH:19][C:18]=1Cl. The catalyst is O1CCOCC1. The product is [CH3:14][O:15][C:16](=[O:27])[C:17]1[CH:22]=[C:21]([N+:23]([O-:25])=[O:24])[CH:20]=[CH:19][C:18]=1[O:7][C:1]1[CH:6]=[CH:5][CH:4]=[CH:3][CH:2]=1. The yield is 0.860. (2) The yield is 0.660. The product is [CH3:13][CH:23]([CH3:24])[CH2:22][CH2:21][O:25][CH2:26][C:27](=[O:28])[CH:10]([C:7]1[CH:6]=[CH:5][C:4]([N+:1]([O-:3])=[O:2])=[CH:9][CH:8]=1)[C:11]#[N:12]. The catalyst is C(Cl)Cl.CN(C1C=CN=CC=1)C.CCOC(C)=O. The reactants are [N+:1]([C:4]1[CH:9]=[CH:8][C:7]([CH2:10][C:11]#[N:12])=[CH:6][CH:5]=1)([O-:3])=[O:2].[CH3:13]CN(CC)CC.C[CH:21]([O:25][CH2:26][C:27](Cl)=[O:28])[CH2:22][CH2:23][CH3:24]. (3) The reactants are [CH3:1][CH:2]([CH2:7][CH2:8][CH:9]=[CH2:10])[CH2:3][C@@H:4]([OH:6])[CH3:5].[CH3:11][C:12]1[CH:17]=[CH:16][C:15]([S:18](Cl)(=[O:20])=[O:19])=[CH:14][CH:13]=1. The catalyst is N1C=CC=CC=1.CN(C)C1C=CN=CC=1. The product is [CH3:11][C:12]1[CH:17]=[CH:16][C:15]([S:18]([O:6][C@H:4]([CH2:3][CH:2]([CH3:1])[CH2:7][CH2:8][CH:9]=[CH2:10])[CH3:5])(=[O:20])=[O:19])=[CH:14][CH:13]=1. The yield is 0.610. (4) The reactants are [Br:1][C:2]1[N:6]2[C:7](=[O:13])[CH:8]=[C:9]([CH2:11]Cl)[N:10]=[C:5]2[S:4][C:3]=1[CH3:14].[C:15]([C:17]1[C:18]([F:26])=[C:19](B(O)O)[CH:20]=[CH:21][CH:22]=1)#[N:16].C(=O)([O-])[O-].[Na+].[Na+]. The catalyst is O1CCOCC1.O.C1(P([C-]2C=CC=C2)C2C=CC=CC=2)C=CC=CC=1.[C-]1(P(C2C=CC=CC=2)C2C=CC=CC=2)C=CC=C1.[Fe+2].[Pd](Cl)Cl. The product is [Br:1][C:2]1[N:6]2[C:7](=[O:13])[CH:8]=[C:9]([CH2:11][C:19]3[C:18]([F:26])=[C:17]([CH:22]=[CH:21][CH:20]=3)[C:15]#[N:16])[N:10]=[C:5]2[S:4][C:3]=1[CH3:14]. The yield is 0.230. (5) The reactants are [CH3:1][C:2]([CH3:9])([CH3:8])[C:3](=O)[CH2:4][C:5]#[N:6].[NH:10]([C:12]1[CH:13]=[CH:14][C:15]([CH3:18])=[N:16][CH:17]=1)[NH2:11]. The catalyst is CCO. The product is [C:2]([C:3]1[CH:4]=[C:5]([NH2:6])[N:10]([C:12]2[CH:17]=[N:16][C:15]([CH3:18])=[CH:14][CH:13]=2)[N:11]=1)([CH3:9])([CH3:8])[CH3:1]. The yield is 0.0700. (6) The reactants are C([O:8][C:9](=[O:23])/[C:10](/[O:21][CH3:22])=[CH:11]/[C:12]1[CH:13]=[C:14]2[C:18](=[CH:19][CH:20]=1)[NH:17][CH:16]=[CH:15]2)C1C=CC=CC=1.Cl[CH2:25][C:26]1[N:27]=[C:28]([C:32]2[CH:37]=[CH:36][CH:35]=[CH:34][CH:33]=2)[O:29][C:30]=1[CH3:31]. No catalyst specified. The product is [CH3:22][O:21]/[C:10](=[CH:11]\[C:12]1[CH:13]=[C:14]2[C:18](=[CH:19][CH:20]=1)[N:17]([CH2:25][C:26]1[N:27]=[C:28]([C:32]3[CH:37]=[CH:36][CH:35]=[CH:34][CH:33]=3)[O:29][C:30]=1[CH3:31])[CH:16]=[CH:15]2)/[C:9]([OH:8])=[O:23]. The yield is 0.750.